Dataset: Catalyst prediction with 721,799 reactions and 888 catalyst types from USPTO. Task: Predict which catalyst facilitates the given reaction. (1) Reactant: [C:1]([N:8]1[CH2:13][CH2:12][CH2:11][CH:10]([CH2:14][NH:15][C:16]2[CH:17]=[N:18][CH:19]=[CH:20][CH:21]=2)[CH2:9]1)([O:3][C:4]([CH3:7])([CH3:6])[CH3:5])=[O:2].[C:22](Cl)(=[O:25])[CH2:23][CH3:24]. Product: [C:1]([N:8]1[CH2:13][CH2:12][CH2:11][CH:10]([CH2:14][N:15]([C:16]2[CH:17]=[N:18][CH:19]=[CH:20][CH:21]=2)[C:22](=[O:25])[CH2:23][CH3:24])[CH2:9]1)([O:3][C:4]([CH3:6])([CH3:7])[CH3:5])=[O:2]. The catalyst class is: 2. (2) Reactant: O[C:2]1[C:11]2[C:6](=[N:7][CH:8]=[CH:9][CH:10]=2)[N:5]([C:12]2[CH:17]=[CH:16][CH:15]=[CH:14][CH:13]=2)[C:4](=[O:18])[C:3]=1[C:19](=O)[CH2:20][C:21]1[CH:26]=[CH:25][C:24]([N+:27]([O-:29])=[O:28])=[CH:23][CH:22]=1.O.[NH2:32][NH2:33].O. Product: [N+:27]([C:24]1[CH:25]=[CH:26][C:21]([CH2:20][C:19]2[C:3]3[C:4](=[O:18])[N:5]([C:12]4[CH:17]=[CH:16][CH:15]=[CH:14][CH:13]=4)[C:6]4[N:7]=[CH:8][CH:9]=[CH:10][C:11]=4[C:2]=3[NH:33][N:32]=2)=[CH:22][CH:23]=1)([O-:29])=[O:28]. The catalyst class is: 3. (3) Reactant: [N:1]([CH:4]([C:17]1[N:21]([CH2:22][O:23][CH2:24][CH2:25][Si:26]([CH3:29])([CH3:28])[CH3:27])[C:20]([C:30]2[CH:39]=[CH:38][C:37]3[C:32](=[CH:33][CH:34]=[CH:35][CH:36]=3)[CH:31]=2)=[N:19][CH:18]=1)[CH2:5][CH2:6][CH2:7][CH2:8][CH2:9][C:10]1([CH2:15][CH3:16])[O:14][CH2:13][CH2:12][O:11]1)=[N+]=[N-]. Product: [CH2:15]([C:10]1([CH2:9][CH2:8][CH2:7][CH2:6][CH2:5][CH:4]([NH2:1])[C:17]2[N:21]([CH2:22][O:23][CH2:24][CH2:25][Si:26]([CH3:29])([CH3:27])[CH3:28])[C:20]([C:30]3[CH:39]=[CH:38][C:37]4[C:32](=[CH:33][CH:34]=[CH:35][CH:36]=4)[CH:31]=3)=[N:19][CH:18]=2)[O:11][CH2:12][CH2:13][O:14]1)[CH3:16]. The catalyst class is: 99. (4) Reactant: [CH:1]1[C:10]2[C:5](=[CH:6][CH:7]=[CH:8][CH:9]=2)[CH:4]=[CH:3][C:2]=1[C:11]1[CH:12]=[C:13]([CH:15]=[CH:16][CH:17]=1)[NH2:14].Cl[C:19]1[C:24]([N+:25]([O-:27])=[O:26])=[CH:23][CH:22]=[CH:21][N:20]=1.C(=O)([O-])[O-].[K+].[K+]. Product: [CH:1]1[C:10]2[C:5](=[CH:6][CH:7]=[CH:8][CH:9]=2)[CH:4]=[CH:3][C:2]=1[C:11]1[CH:12]=[C:13]([NH:14][C:19]2[C:24]([N+:25]([O-:27])=[O:26])=[CH:23][CH:22]=[CH:21][N:20]=2)[CH:15]=[CH:16][CH:17]=1. The catalyst class is: 12. (5) Reactant: [Cl:1][C:2]1[CH:7]=[CH:6][C:5]([N:8]2[C:13](=[O:14])[CH2:12][CH2:11][CH2:10][C@H:9]2[C:15]([OH:17])=O)=[CH:4][CH:3]=1.[NH2:18][C:19]1[O:23][N:22]=[C:21]([C:24]([CH3:27])([CH3:26])[CH3:25])[CH:20]=1.N1C=CC=CC=1.P(Cl)(Cl)(Cl)=O. Product: [C:24]([C:21]1[CH:20]=[C:19]([NH:18][C:15]([C@@H:9]2[CH2:10][CH2:11][CH2:12][C:13](=[O:14])[N:8]2[C:5]2[CH:4]=[CH:3][C:2]([Cl:1])=[CH:7][CH:6]=2)=[O:17])[O:23][N:22]=1)([CH3:27])([CH3:26])[CH3:25]. The catalyst class is: 6. (6) Reactant: [C:1]([N:4]1[C:13]2[C:8](=[CH:9][C:10]([C:15]([O:17][CH3:18])=[O:16])=[C:11]([F:14])[CH:12]=2)[C@H:7]([NH:19]C(OCC2C=CC=CC=2)=O)[C@@H:6]([CH3:30])[C@@H:5]1[CH:31]1[CH2:33][CH2:32]1)(=[O:3])[CH3:2]. Product: [C:1]([N:4]1[C:13]2[C:8](=[CH:9][C:10]([C:15]([O:17][CH3:18])=[O:16])=[C:11]([F:14])[CH:12]=2)[C@H:7]([NH2:19])[C@@H:6]([CH3:30])[C@@H:5]1[CH:31]1[CH2:32][CH2:33]1)(=[O:3])[CH3:2]. The catalyst class is: 63. (7) Reactant: C([N:5]1[C:9](=[O:10])[C:8]([NH:11][CH2:12][CH2:13][CH2:14][CH2:15][C:16]2[CH:21]=[CH:20][CH:19]=[CH:18][CH:17]=2)=[C:7]([C:22]2[CH:27]=[CH:26][CH:25]=[CH:24][CH:23]=2)[S:6]1(=[O:29])=[O:28])(C)(C)C.Br[CH2:31][CH:32]1[CH2:36][CH2:35][CH2:34][O:33]1.C([O-])([O-])=O.[K+].[K+]. Product: [C:22]1([C:7]2[S:6](=[O:29])(=[O:28])[N:5]([CH2:31][CH:32]3[CH2:36][CH2:35][CH2:34][O:33]3)[C:9](=[O:10])[C:8]=2[NH:11][CH2:12][CH2:13][CH2:14][CH2:15][C:16]2[CH:17]=[CH:18][CH:19]=[CH:20][CH:21]=2)[CH:23]=[CH:24][CH:25]=[CH:26][CH:27]=1. The catalyst class is: 67.